This data is from Forward reaction prediction with 1.9M reactions from USPTO patents (1976-2016). The task is: Predict the product of the given reaction. Given the reactants [Cl:1][C:2]1[CH:16]=[CH:15][CH:14]=[CH:13][C:3]=1[O:4][C:5]1[CH:12]=[CH:11][C:8]([CH:9]=O)=[CH:7][CH:6]=1.[NH2:17][C:18]1[CH:19]=[C:20]([CH:26]=[CH:27][C:28]=1[NH2:29])[C:21]([O:23][CH2:24][CH3:25])=[O:22], predict the reaction product. The product is: [Cl:1][C:2]1[CH:16]=[CH:15][CH:14]=[CH:13][C:3]=1[O:4][C:5]1[CH:12]=[CH:11][C:8]([C:9]2[NH:17][C:18]3[CH:19]=[C:20]([C:21]([O:23][CH2:24][CH3:25])=[O:22])[CH:26]=[CH:27][C:28]=3[N:29]=2)=[CH:7][CH:6]=1.